Dataset: Full USPTO retrosynthesis dataset with 1.9M reactions from patents (1976-2016). Task: Predict the reactants needed to synthesize the given product. (1) Given the product [CH:10]1([CH2:13][CH:14]([O:20][S:22]([CH3:21])(=[O:24])=[O:23])[C:15]([O:17][CH2:18][CH3:19])=[O:16])[CH2:12][CH2:11]1, predict the reactants needed to synthesize it. The reactants are: C(N(C(C)C)C(C)C)C.[CH:10]1([CH2:13][CH:14]([OH:20])[C:15]([O:17][CH2:18][CH3:19])=[O:16])[CH2:12][CH2:11]1.[CH3:21][S:22](Cl)(=[O:24])=[O:23]. (2) Given the product [CH2:1]([NH:9][C:10]1[CH:19]=[CH:18][C:17]2[C:12](=[CH:13][CH:14]=[CH:15][CH:16]=2)[C:11]=1[C:20]1[C:29]2[C:24](=[CH:25][CH:26]=[CH:27][CH:28]=2)[CH:23]=[CH:22][C:21]=1[P:30]([C:38]1[CH:43]=[CH:42][CH:41]=[CH:40][CH:39]=1)[C:32]1[CH:33]=[CH:34][CH:35]=[CH:36][CH:37]=1)[C:2]1[CH:3]=[CH:4][CH:5]=[CH:6][CH:7]=1, predict the reactants needed to synthesize it. The reactants are: [C:1]([NH:9][C:10]1[CH:19]=[CH:18][C:17]2[C:12](=[CH:13][CH:14]=[CH:15][CH:16]=2)[C:11]=1[C:20]1[C:29]2[C:24](=[CH:25][CH:26]=[CH:27][CH:28]=2)[CH:23]=[CH:22][C:21]=1[P:30]([C:38]1[CH:43]=[CH:42][CH:41]=[CH:40][CH:39]=1)([C:32]1[CH:37]=[CH:36][CH:35]=[CH:34][CH:33]=1)=O)(=O)[C:2]1[CH:7]=[CH:6][CH:5]=[CH:4][CH:3]=1. (3) Given the product [CH2:1]([N:8]1[C:16]2[C:15](=[O:17])[N:14]([CH2:32][CH2:31][CH2:30][C:29]3([O:35][CH2:26][CH2:27][O:28]3)[CH3:34])[C:13](=[O:18])[N:12]([CH3:19])[C:11]=2[N:10]=[CH:9]1)[C:2]1[CH:7]=[CH:6][CH:5]=[CH:4][CH:3]=1, predict the reactants needed to synthesize it. The reactants are: [CH2:1]([N:8]1[C:16]2[C:15](=[O:17])[NH:14][C:13](=[O:18])[N:12]([CH3:19])[C:11]=2[N:10]=[CH:9]1)[C:2]1[CH:7]=[CH:6][CH:5]=[CH:4][CH:3]=1.C(=O)([O-])[O-].[K+].[K+].[CH2:26]1[O:35][C:29]([CH3:34])([CH2:30][CH2:31][CH2:32]Cl)[O:28][CH2:27]1.